Dataset: CYP2D6 inhibition data for predicting drug metabolism from PubChem BioAssay. Task: Regression/Classification. Given a drug SMILES string, predict its absorption, distribution, metabolism, or excretion properties. Task type varies by dataset: regression for continuous measurements (e.g., permeability, clearance, half-life) or binary classification for categorical outcomes (e.g., BBB penetration, CYP inhibition). Dataset: cyp2d6_veith. The molecule is C=CCSc1nnc(NC(=O)COc2ccc3ccccc3c2)s1. The result is 0 (non-inhibitor).